This data is from Full USPTO retrosynthesis dataset with 1.9M reactions from patents (1976-2016). The task is: Predict the reactants needed to synthesize the given product. (1) Given the product [CH2:21]([O:23][CH:24]([O:28][CH2:29][CH3:30])[C:25]([NH2:27])=[S:2])[CH3:22], predict the reactants needed to synthesize it. The reactants are: P12(SP3(SP(SP(S3)(S1)=S)(=S)S2)=S)=[S:2].C(=O)([O-])[O-].[Na+].[Na+].[CH2:21]([O:23][CH:24]([O:28][CH2:29][CH3:30])[C:25]([NH2:27])=O)[CH3:22].CC(=O)OCC. (2) Given the product [NH2:34][C:24]1[CH:25]=[CH:26][C:27]([C:29]2[CH:33]=[CH:32][S:31][CH:30]=2)=[CH:28][C:23]=1[NH:22][C:20](=[O:21])[C:19]1[CH:18]=[CH:17][C:16]([CH:9]([CH2:10][NH:11][C:12]([NH:14][CH3:15])=[O:13])[C:8]([NH:1][C:2]2[CH:7]=[CH:6][CH:5]=[CH:4][CH:3]=2)=[O:44])=[CH:43][CH:42]=1, predict the reactants needed to synthesize it. The reactants are: [NH:1]([C:8](=[O:44])[CH:9]([C:16]1[CH:43]=[CH:42][C:19]([C:20]([NH:22][C:23]2[CH:28]=[C:27]([C:29]3[CH:33]=[CH:32][S:31][CH:30]=3)[CH:26]=[CH:25][C:24]=2[NH:34]C(=O)OC(C)(C)C)=[O:21])=[CH:18][CH:17]=1)[CH2:10][NH:11][C:12]([NH:14][CH3:15])=[O:13])[C:2]1[CH:7]=[CH:6][CH:5]=[CH:4][CH:3]=1.FC(F)(F)C(O)=O.C([O-])(O)=O.[Na+]. (3) Given the product [ClH:1].[NH2:25][C@@H:22]([C:19]1[CH:18]=[CH:17][C:16]([C:5]2[C:6]3[C:7]4[CH:15]=[CH:14][S:13][C:8]=4[C:9](=[O:12])[NH:10][C:11]=3[C:2]([Cl:1])=[CH:3][C:4]=2[OH:33])=[CH:21][CH:20]=1)[CH2:23][CH3:24], predict the reactants needed to synthesize it. The reactants are: [Cl:1][C:2]1[C:11]2[NH:10][C:9](=[O:12])[C:8]3[S:13][CH:14]=[CH:15][C:7]=3[C:6]=2[C:5]([C:16]2[CH:21]=[CH:20][C:19]([C@H:22]([NH:25]C(=O)OC(C)(C)C)[CH2:23][CH3:24])=[CH:18][CH:17]=2)=[C:4]([O:33]C)[CH:3]=1.BrB(Br)Br. (4) Given the product [CH:1]([C@@H:4]1[CH2:5][NH:6][CH2:7][CH2:8][NH:9]1)([CH3:3])[CH3:2], predict the reactants needed to synthesize it. The reactants are: [CH:1]([C@H:4]1[NH:9][C:8](=O)[CH2:7][NH:6][C:5]1=O)([CH3:3])[CH3:2].[H-].[H-].[H-].[H-].[Li+].[Al+3].O.[OH-].[Na+]. (5) Given the product [NH:1]1[CH2:6][CH2:5][O:4][C:3]2[N:8]=[CH:9][CH:10]=[CH:11][C:2]1=2, predict the reactants needed to synthesize it. The reactants are: [NH:1]1[C:6](=O)[CH2:5][O:4][C:3]2[N:8]=[CH:9][CH:10]=[CH:11][C:2]1=2.B.C1COCC1. (6) Given the product [F:1][C:2]1[CH:3]=[C:4]([CH2:23][N:24]2[CH2:25][CH:26]([C:28]([OH:30])=[O:29])[CH2:27]2)[CH:5]=[CH:6][C:7]=1[C:8]1[O:9][C:10]2[CH:16]=[CH:15][C:14]([CH2:17][C:18]3[S:19][CH:20]=[CH:21][N:22]=3)=[CH:13][C:11]=2[CH:12]=1, predict the reactants needed to synthesize it. The reactants are: [F:1][C:2]1[CH:3]=[C:4]([CH2:23][N:24]2[CH2:27][CH:26]([C:28]([O:30]CC)=[O:29])[CH2:25]2)[CH:5]=[CH:6][C:7]=1[C:8]1[O:9][C:10]2[CH:16]=[CH:15][C:14]([CH2:17][C:18]3[S:19][CH:20]=[CH:21][N:22]=3)=[CH:13][C:11]=2[CH:12]=1.[Li+].[OH-].Cl. (7) Given the product [Br:13][CH2:10][C:3]1[CH:2]=[N:1][N:5]2[CH:6]=[CH:7][CH:8]=[CH:9][C:4]=12, predict the reactants needed to synthesize it. The reactants are: [N:1]1[N:5]2[CH:6]=[CH:7][CH:8]=[CH:9][C:4]2=[C:3]([CH2:10]O)[CH:2]=1.P(Br)(Br)[Br:13].